Predict the reaction yield, written as a fraction of the theoretical maximum amount of product (1.0 means a 100% yield; for example, 0.34 means a 34% yield). From a dataset of Reaction yield outcomes from USPTO patents with 853,638 reactions. The reactants are [F:1][C:2]1[CH:3]=[C:4]([C@H:10]2[CH2:14][CH2:13][CH2:12][N:11]2[C:15]2[CH:20]=[CH:19][N:18]3[N:21]=[CH:22][C:23]([C:24]([OH:26])=O)=[C:17]3[N:16]=2)[C:5]([O:8][CH3:9])=[N:6][CH:7]=1.ClC1C=C(Cl)C=C(Cl)C=1C(Cl)=O.C(N(CC)CC)C.[Si:46]([O:63][CH2:64][CH2:65][N:66]1[C:70]([NH2:71])=[CH:69][CH:68]=[N:67]1)([C:59]([CH3:62])([CH3:61])[CH3:60])([C:53]1[CH:58]=[CH:57][CH:56]=[CH:55][CH:54]=1)[C:47]1[CH:52]=[CH:51][CH:50]=[CH:49][CH:48]=1. The catalyst is CN(C=O)C. The product is [Si:46]([O:63][CH2:64][CH2:65][N:66]1[C:70]([NH:71][C:24]([C:23]2[CH:22]=[N:21][N:18]3[CH:19]=[CH:20][C:15]([N:11]4[CH2:12][CH2:13][CH2:14][C@@H:10]4[C:4]4[C:5]([O:8][CH3:9])=[N:6][CH:7]=[C:2]([F:1])[CH:3]=4)=[N:16][C:17]=23)=[O:26])=[CH:69][CH:68]=[N:67]1)([C:59]([CH3:60])([CH3:61])[CH3:62])([C:53]1[CH:54]=[CH:55][CH:56]=[CH:57][CH:58]=1)[C:47]1[CH:52]=[CH:51][CH:50]=[CH:49][CH:48]=1. The yield is 0.463.